Dataset: NCI-60 drug combinations with 297,098 pairs across 59 cell lines. Task: Regression. Given two drug SMILES strings and cell line genomic features, predict the synergy score measuring deviation from expected non-interaction effect. (1) Cell line: HOP-92. Drug 2: C1=NC2=C(N1)C(=S)N=C(N2)N. Drug 1: C1=C(C(=O)NC(=O)N1)N(CCCl)CCCl. Synergy scores: CSS=39.6, Synergy_ZIP=-3.69, Synergy_Bliss=2.61, Synergy_Loewe=5.37, Synergy_HSA=6.71. (2) Drug 1: CN1C2=C(C=C(C=C2)N(CCCl)CCCl)N=C1CCCC(=O)O.Cl. Drug 2: C1CN(P(=O)(OC1)NCCCl)CCCl. Cell line: SF-268. Synergy scores: CSS=2.28, Synergy_ZIP=0.420, Synergy_Bliss=1.01, Synergy_Loewe=-0.789, Synergy_HSA=-0.813. (3) Drug 1: CC1=C(N=C(N=C1N)C(CC(=O)N)NCC(C(=O)N)N)C(=O)NC(C(C2=CN=CN2)OC3C(C(C(C(O3)CO)O)O)OC4C(C(C(C(O4)CO)O)OC(=O)N)O)C(=O)NC(C)C(C(C)C(=O)NC(C(C)O)C(=O)NCCC5=NC(=CS5)C6=NC(=CS6)C(=O)NCCC[S+](C)C)O. Drug 2: C1=NNC2=C1C(=O)NC=N2. Cell line: NCI-H226. Synergy scores: CSS=-2.28, Synergy_ZIP=1.24, Synergy_Bliss=-0.950, Synergy_Loewe=-3.20, Synergy_HSA=-3.62. (4) Drug 1: CC(C1=C(C=CC(=C1Cl)F)Cl)OC2=C(N=CC(=C2)C3=CN(N=C3)C4CCNCC4)N. Drug 2: CC1=C(C(=O)C2=C(C1=O)N3CC4C(C3(C2COC(=O)N)OC)N4)N. Cell line: OVCAR-8. Synergy scores: CSS=31.3, Synergy_ZIP=8.27, Synergy_Bliss=8.45, Synergy_Loewe=-1.91, Synergy_HSA=8.47.